Dataset: Catalyst prediction with 721,799 reactions and 888 catalyst types from USPTO. Task: Predict which catalyst facilitates the given reaction. (1) Reactant: [NH2:1][CH2:2][CH2:3][C:4]1[CH:9]=[C:8]([F:10])[C:7]([OH:11])=[C:6]([F:12])[CH:5]=1.[C:13](O[C:13]([O:15][C:16]([CH3:19])([CH3:18])[CH3:17])=[O:14])([O:15][C:16]([CH3:19])([CH3:18])[CH3:17])=[O:14].CCCCC(COC(CC(S([O-])(=O)=O)C(OCC(CCCC)CC)=O)=O)CC.C1C=C(O)C2C(C3C(O)=CC=CC=3C(=O)C=2C=1)=O.[Na+]. Product: [C:16]([O:15][C:13](=[O:14])[NH:1][CH2:2][CH2:3][C:4]1[CH:5]=[C:6]([F:12])[C:7]([OH:11])=[C:8]([F:10])[CH:9]=1)([CH3:19])([CH3:18])[CH3:17]. The catalyst class is: 1. (2) Reactant: [F:1][C:2]1[CH:30]=[CH:29][C:5]([CH2:6][O:7][C:8]2[CH:13]=[CH:12][N:11]([CH2:14][CH2:15][C:16]3[CH:25]=[CH:24][C:19]([C:20](OC)=[O:21])=[C:18]([O:26][CH3:27])[CH:17]=3)[C:10](=[O:28])[CH:9]=2)=[CH:4][CH:3]=1.[H-].[Al+3].[Li+].[H-].[H-].[H-]. Product: [F:1][C:2]1[CH:30]=[CH:29][C:5]([CH2:6][O:7][C:8]2[CH:13]=[CH:12][N:11]([CH2:14][CH2:15][C:16]3[CH:25]=[CH:24][C:19]([CH2:20][OH:21])=[C:18]([O:26][CH3:27])[CH:17]=3)[C:10](=[O:28])[CH:9]=2)=[CH:4][CH:3]=1. The catalyst class is: 1. (3) Reactant: [F:1][C:2]1[CH:3]=[C:4]([OH:11])[CH:5]=[CH:6][C:7]=1[N+:8]([O-:10])=[O:9].[H-].[Na+].[CH2:14](Br)[C:15]1[CH:20]=[CH:19][CH:18]=[CH:17][CH:16]=1.O. Product: [CH2:14]([O:11][C:4]1[CH:5]=[CH:6][C:7]([N+:8]([O-:10])=[O:9])=[C:2]([F:1])[CH:3]=1)[C:15]1[CH:20]=[CH:19][CH:18]=[CH:17][CH:16]=1. The catalyst class is: 9. (4) Reactant: Br[C:2]1[CH:7]=[C:6]([F:8])[C:5]([F:9])=[CH:4][C:3]=1[CH2:10][OH:11].CC1(C)C(C)(C)OB([C:20]2[CH:21]=[CH:22][C:23]([C:26]([NH:28][CH2:29][CH2:30][C:31]([O:33][CH2:34][CH3:35])=[O:32])=[O:27])=[N:24][CH:25]=2)O1.C([O-])([O-])=O.[K+].[K+].O. Product: [F:9][C:5]1[C:6]([F:8])=[CH:7][C:2]([C:20]2[CH:21]=[CH:22][C:23]([C:26]([NH:28][CH2:29][CH2:30][C:31]([O:33][CH2:34][CH3:35])=[O:32])=[O:27])=[N:24][CH:25]=2)=[C:3]([CH2:10][OH:11])[CH:4]=1. The catalyst class is: 800.